This data is from Peptide-MHC class II binding affinity with 134,281 pairs from IEDB. The task is: Regression. Given a peptide amino acid sequence and an MHC pseudo amino acid sequence, predict their binding affinity value. This is MHC class II binding data. (1) The peptide sequence is EKKYFAATQFEALAA. The MHC is HLA-DPA10103-DPB10401 with pseudo-sequence HLA-DPA10103-DPB10401. The binding affinity (normalized) is 1.00. (2) The peptide sequence is GATVAVDCRPFNGGE. The binding affinity (normalized) is 0.374. The MHC is DRB1_1302 with pseudo-sequence DRB1_1302.